This data is from Experimentally validated miRNA-target interactions with 360,000+ pairs, plus equal number of negative samples. The task is: Binary Classification. Given a miRNA mature sequence and a target amino acid sequence, predict their likelihood of interaction. The miRNA is hsa-miR-4458 with sequence AGAGGUAGGUGUGGAAGAA. The protein sequence of the target gene is MLKPLWKAAVAPTWPCSMPPRRPWDREAGTLQVLGALAVLWLGSVALICLLWQVPRPPTWGQVQPKDVPRSWEHGSSPAWEPLEAEARQQRDSCQLVLVESIPQDLPSAAGSPSAQPLGQAWLQLLDTAQESVHVASYYWSLTGPDIGVNDSSSQLGEALLQKLQQLLGRNISLAVATSSPTLARTSTDLQVLAARGAHVRQVPMGRLTRGVLHSKFWVVDGRHIYMGSANMDWRSLTQVKELGAVIYNCSHLAQDLEKTFQTYWVLGVPKAVLPKTWPQNFSSHFNRFQPFHGLFDGVP.... Result: 0 (no interaction).